This data is from Reaction yield outcomes from USPTO patents with 853,638 reactions. The task is: Predict the reaction yield, written as a fraction of the theoretical maximum amount of product (1.0 means a 100% yield; for example, 0.34 means a 34% yield). (1) The reactants are [C:1]([C:5]1[CH:10]=[CH:9][C:8](/[C:11](/[C:15]2[CH:20]=[CH:19][C:18]([Cl:21])=[C:17]([O:22][CH3:23])[N:16]=2)=[CH:12]\[CH2:13][OH:14])=[CH:7][CH:6]=1)([CH3:4])([CH3:3])[CH3:2].[C:24]1(O)[CH:29]=[CH:28][CH:27]=[CH:26][CH:25]=1.C(P(CCCC)CCCC)CCC. The catalyst is O1CCCC1. The product is [C:1]([C:5]1[CH:10]=[CH:9][C:8](/[C:11](/[C:15]2[N:16]=[C:17]([O:22][CH3:23])[C:18]([Cl:21])=[CH:19][CH:20]=2)=[CH:12]\[CH2:13][O:14][C:24]2[CH:29]=[CH:28][CH:27]=[CH:26][CH:25]=2)=[CH:7][CH:6]=1)([CH3:4])([CH3:2])[CH3:3]. The yield is 0.870. (2) The reactants are C(O[C:6]([N:8]1[CH2:13][CH2:12][CH:11]([O:14][C:15]2[CH:20]=[CH:19][C:18]([N+:21]([O-:23])=[O:22])=[CH:17][C:16]=2[Cl:24])[CH2:10][CH:9]1[CH3:25])=O)(C)(C)C.C=O.C(=O)([O-])[O-].[K+].[K+]. The catalyst is C(O)=O. The product is [Cl:24][C:16]1[CH:17]=[C:18]([N+:21]([O-:23])=[O:22])[CH:19]=[CH:20][C:15]=1[O:14][CH:11]1[CH2:12][CH2:13][N:8]([CH3:6])[CH:9]([CH3:25])[CH2:10]1. The yield is 0.900. (3) The reactants are [F:1][C:2]1[CH:7]=[C:6]([F:8])[CH:5]=[CH:4][C:3]=1[CH:9]=[CH:10][C:11]1[CH:16]=[C:15]([O:17]C)[C:14]([CH2:19][CH2:20][CH3:21])=[C:13]([O:22]C)[CH:12]=1.Cl.N1C=CC=CC=1. No catalyst specified. The product is [F:1][C:2]1[CH:7]=[C:6]([F:8])[CH:5]=[CH:4][C:3]=1[CH:9]=[CH:10][C:11]1[CH:12]=[C:13]([OH:22])[C:14]([CH2:19][CH2:20][CH3:21])=[C:15]([OH:17])[CH:16]=1. The yield is 0.440. (4) The reactants are [C:1]([O:5][C:6]([N:8]1[CH2:11][CH:10]([NH2:12])[CH2:9]1)=[O:7])([CH3:4])([CH3:3])[CH3:2].Br[CH2:14][C:15]([O:17][CH2:18][CH3:19])=[O:16].C(=O)([O-])[O-].[K+].[K+]. The catalyst is CC#N. The product is [CH2:18]([O:17][C:15](=[O:16])[CH2:14][NH:12][CH:10]1[CH2:11][N:8]([C:6]([O:5][C:1]([CH3:4])([CH3:2])[CH3:3])=[O:7])[CH2:9]1)[CH3:19]. The yield is 0.810. (5) The reactants are [CH3:1][C:2]1[CH:6]=[C:5]([C:7]([OH:9])=O)[N:4]([C:10]2[CH:15]=[CH:14][CH:13]=[CH:12][CH:11]=2)[N:3]=1.CN(C)C=O.C(Cl)(=O)C(Cl)=O.[NH2:27][C:28]1[CH:29]=[C:30]([CH:47]=[CH:48][CH:49]=1)[O:31][C:32]1[CH:33]=[CH:34][C:35]2[N:36]([CH:38]=[C:39]([NH:41][C:42]([CH:44]3[CH2:46][CH2:45]3)=[O:43])[N:40]=2)[N:37]=1. The catalyst is CN(C)C(=O)C.O1CCCC1. The product is [CH:44]1([C:42]([NH:41][C:39]2[N:40]=[C:35]3[CH:34]=[CH:33][C:32]([O:31][C:30]4[CH:29]=[C:28]([NH:27][C:7]([C:5]5[N:4]([C:10]6[CH:15]=[CH:14][CH:13]=[CH:12][CH:11]=6)[N:3]=[C:2]([CH3:1])[CH:6]=5)=[O:9])[CH:49]=[CH:48][CH:47]=4)=[N:37][N:36]3[CH:38]=2)=[O:43])[CH2:45][CH2:46]1. The yield is 0.710. (6) The reactants are [NH2:1][C:2]1[N:10]=[CH:9][CH:8]=[CH:7][C:3]=1[C:4]([OH:6])=O.C(O)(=O)C.[CH:15](N)=[NH:16]. The catalyst is C(OCCO)C. The product is [N:1]1[C:2]2[N:10]=[CH:9][CH:8]=[CH:7][C:3]=2[C:4]([OH:6])=[N:16][CH:15]=1. The yield is 0.560. (7) The reactants are Br[C:2]1[CH:3]=[C:4]2[C:8](=[C:9]([F:11])[CH:10]=1)[NH:7][C:6](=[O:12])[C:5]12[CH2:14][CH2:13]1.[CH3:15][N:16]1[C:20]([C:21]#[N:22])=[CH:19][CH:18]=[C:17]1B(O)O.[F-].[K+]. No catalyst specified. The product is [F:11][C:9]1[CH:10]=[C:2]([C:17]2[N:16]([CH3:15])[C:20]([C:21]#[N:22])=[CH:19][CH:18]=2)[CH:3]=[C:4]2[C:8]=1[NH:7][C:6](=[O:12])[C:5]12[CH2:14][CH2:13]1. The yield is 0.830.